This data is from Forward reaction prediction with 1.9M reactions from USPTO patents (1976-2016). The task is: Predict the product of the given reaction. Given the reactants [F:1][C:2]([F:20])([F:19])[C:3]1[CH:8]=[CH:7][C:6]([C:9]2[C:18]3[C:13](=[CH:14][CH:15]=[CH:16][CH:17]=3)[CH2:12][CH2:11][N:10]=2)=[CH:5][CH:4]=1.[BH4-].[Na+], predict the reaction product. The product is: [F:20][C:2]([F:1])([F:19])[C:3]1[CH:4]=[CH:5][C:6]([CH:9]2[C:18]3[C:13](=[CH:14][CH:15]=[CH:16][CH:17]=3)[CH2:12][CH2:11][NH:10]2)=[CH:7][CH:8]=1.